This data is from Peptide-MHC class II binding affinity with 134,281 pairs from IEDB. The task is: Regression. Given a peptide amino acid sequence and an MHC pseudo amino acid sequence, predict their binding affinity value. This is MHC class II binding data. (1) The peptide sequence is VGHHTNFESFTVKLG. The MHC is DRB1_0101 with pseudo-sequence DRB1_0101. The binding affinity (normalized) is 0.504. (2) The peptide sequence is SSYVCSGLVGDTPRK. The MHC is DRB1_0901 with pseudo-sequence DRB1_0901. The binding affinity (normalized) is 0.184. (3) The peptide sequence is FDPYGATISATPESA. The MHC is HLA-DPA10201-DPB10501 with pseudo-sequence HLA-DPA10201-DPB10501. The binding affinity (normalized) is 0. (4) The peptide sequence is FEAMYLGTCQTLTPM. The MHC is DRB1_0701 with pseudo-sequence DRB1_0701. The binding affinity (normalized) is 0.545. (5) The binding affinity (normalized) is 0.587. The peptide sequence is LTEWTSSNVMEERY. The MHC is HLA-DQA10401-DQB10402 with pseudo-sequence HLA-DQA10401-DQB10402. (6) The peptide sequence is AAHHYVKISGGPHISY. The MHC is DRB1_0101 with pseudo-sequence DRB1_0101. The binding affinity (normalized) is 0.722. (7) The MHC is DRB1_0901 with pseudo-sequence DRB1_0901. The binding affinity (normalized) is 0.191. The peptide sequence is RDGQLTIKAERTEQK. (8) The peptide sequence is VKLEGRVIDLGCGRG. The MHC is DRB1_1101 with pseudo-sequence DRB1_1101. The binding affinity (normalized) is 0.460. (9) The peptide sequence is PRYISLIPVNVVAD. The MHC is DRB1_0401 with pseudo-sequence DRB1_0401. The binding affinity (normalized) is 0.297. (10) The peptide sequence is IDQVTIAGAKLRSLN. The MHC is DRB1_0401 with pseudo-sequence DRB1_0401. The binding affinity (normalized) is 0.403.